Binary Classification. Given a T-cell receptor sequence (or CDR3 region) and an epitope sequence, predict whether binding occurs between them. From a dataset of TCR-epitope binding with 47,182 pairs between 192 epitopes and 23,139 TCRs. The epitope is ELAGIGILTV. The TCR CDR3 sequence is CASSLGGYSPLHF. Result: 1 (the TCR binds to the epitope).